From a dataset of Reaction yield outcomes from USPTO patents with 853,638 reactions. Predict the reaction yield, written as a fraction of the theoretical maximum amount of product (1.0 means a 100% yield; for example, 0.34 means a 34% yield). (1) The reactants are [NH2:1][CH:2]1[CH2:7][CH2:6][N:5]([C:8]([O:10][C:11]([CH3:14])([CH3:13])[CH3:12])=[O:9])[CH2:4][CH2:3]1.C[O:16][C:17](=O)[C@H:18]([NH:31][C:32]([O:34][CH2:35][C:36]1[CH:41]=[CH:40][CH:39]=[CH:38][CH:37]=1)=[O:33])[CH2:19][C:20]1[C:21]([CH2:29]Cl)=[C:22]2[C:26](=[CH:27][CH:28]=1)[NH:25][N:24]=[CH:23]2. No catalyst specified. The product is [C:11]([O:10][C:8]([N:5]1[CH2:4][CH2:3][CH:2]([N:1]2[CH2:29][C:21]3[C:22]4[CH:23]=[N:24][NH:25][C:26]=4[CH:27]=[CH:28][C:20]=3[CH2:19][C@@H:18]([NH:31][C:32]([O:34][CH2:35][C:36]3[CH:37]=[CH:38][CH:39]=[CH:40][CH:41]=3)=[O:33])[C:17]2=[O:16])[CH2:7][CH2:6]1)=[O:9])([CH3:14])([CH3:13])[CH3:12]. The yield is 1.00. (2) The reactants are [NH2:1][C:2]1[S:3][CH:4]=[C:5]([CH3:7])[N:6]=1.C[Al](C)C.C([O:14][C:15]([C:17]1[CH:22]=[C:21]([Br:23])[CH:20]=[C:19]([CH3:24])[N:18]=1)=O)C. The catalyst is O1CCOCC1.CCCCCC. The product is [CH3:7][C:5]1[N:6]=[C:2]([NH:1][C:15]([C:17]2[CH:22]=[C:21]([Br:23])[CH:20]=[C:19]([CH3:24])[N:18]=2)=[O:14])[S:3][CH:4]=1. The yield is 0.790. (3) The reactants are [Br:1][C:2]1[N:3]([C:8]2[C:17]3[C:12](=[CH:13][CH:14]=[CH:15][CH:16]=3)[C:11]([CH:18]3[CH2:20][CH2:19]3)=[CH:10][CH:9]=2)[C:4]([SH:7])=[N:5][N:6]=1.Br[C:22]([CH3:29])([CH3:28])[C:23]([O:25][CH2:26][CH3:27])=[O:24].C(N(C(C)C)CC)(C)C. The catalyst is CN(C=O)C. The product is [Br:1][C:2]1[N:3]([C:8]2[C:17]3[C:12](=[CH:13][CH:14]=[CH:15][CH:16]=3)[C:11]([CH:18]3[CH2:20][CH2:19]3)=[CH:10][CH:9]=2)[C:4]([S:7][C:22]([CH3:29])([CH3:28])[C:23]([O:25][CH2:26][CH3:27])=[O:24])=[N:5][N:6]=1. The yield is 0.910. (4) The reactants are [C:1]([O:5][C:6]([N:8]1[CH2:13][CH2:12][C:11]([NH:18][C:19]2[CH:24]=[CH:23][CH:22]=[C:21]([NH:25][C:26]([C:39]3[CH:44]=[CH:43][CH:42]=[CH:41][CH:40]=3)([C:33]3[CH:38]=[CH:37][CH:36]=[CH:35][CH:34]=3)[C:27]3[CH:32]=[CH:31][CH:30]=[CH:29][CH:28]=3)[CH:20]=2)([C:14]([O:16][CH3:17])=[O:15])[CH2:10][CH2:9]1)=[O:7])([CH3:4])([CH3:3])[CH3:2].C(N(CC)CC)C.[O:52]1[CH:56]=[CH:55][CH:54]=[C:53]1[C:57](Cl)=[O:58]. The catalyst is C1(C)C=CC=CC=1. The product is [C:1]([O:5][C:6]([N:8]1[CH2:9][CH2:10][C:11]([N:18]([C:19]2[CH:24]=[CH:23][CH:22]=[C:21]([NH:25][C:26]([C:33]3[CH:38]=[CH:37][CH:36]=[CH:35][CH:34]=3)([C:27]3[CH:28]=[CH:29][CH:30]=[CH:31][CH:32]=3)[C:39]3[CH:44]=[CH:43][CH:42]=[CH:41][CH:40]=3)[CH:20]=2)[C:57]([C:53]2[O:52][CH:56]=[CH:55][CH:54]=2)=[O:58])([C:14]([O:16][CH3:17])=[O:15])[CH2:12][CH2:13]1)=[O:7])([CH3:4])([CH3:2])[CH3:3]. The yield is 0.290.